Predict the reaction yield, written as a fraction of the theoretical maximum amount of product (1.0 means a 100% yield; for example, 0.34 means a 34% yield). From a dataset of Reaction yield outcomes from USPTO patents with 853,638 reactions. The yield is 0.930. The reactants are [CH3:1][O:2][CH2:3][C@@H:4]([NH:12][C:13](=[O:35])[C@H:14]([NH:27]C(OC(C)(C)C)=O)[C:15]1[CH:20]=[CH:19][C:18]([C:21]2[CH:26]=[CH:25][CH:24]=[CH:23][CH:22]=2)=[CH:17][CH:16]=1)[CH2:5][C:6]1[CH:11]=[CH:10][CH:9]=[CH:8][CH:7]=1.[ClH:36]. The product is [ClH:36].[CH3:1][O:2][CH2:3][C@@H:4]([NH:12][C:13](=[O:35])[C@H:14]([NH2:27])[C:15]1[CH:16]=[CH:17][C:18]([C:21]2[CH:26]=[CH:25][CH:24]=[CH:23][CH:22]=2)=[CH:19][CH:20]=1)[CH2:5][C:6]1[CH:7]=[CH:8][CH:9]=[CH:10][CH:11]=1. The catalyst is O1CCOCC1.